This data is from Forward reaction prediction with 1.9M reactions from USPTO patents (1976-2016). The task is: Predict the product of the given reaction. (1) Given the reactants [CH3:1][C:2]1([CH3:9])[O:6][CH:5]([CH2:7][OH:8])[CH2:4][O:3]1.[H-].[Na+].Br[C:13]1[N:21]=[CH:20][CH:19]=[CH:18][C:14]=1[C:15]([OH:17])=[O:16].O, predict the reaction product. The product is: [CH3:1][C:2]1([CH3:9])[O:6][CH:5]([CH2:7][O:8][C:13]2[N:21]=[CH:20][CH:19]=[CH:18][C:14]=2[C:15]([OH:17])=[O:16])[CH2:4][O:3]1. (2) Given the reactants [Br:1][C:2]1[N:6]2[CH2:7][CH2:8][N:9]([C:11]([O:13][C:14]([CH3:17])([CH3:16])[CH3:15])=[O:12])[CH2:10][C:5]2=[C:4]([C:18]([N:20]2C=CN=C2)=[O:19])[C:3]=1[C:25]1[CH:30]=[CH:29][CH:28]=[C:27]([F:31])[CH:26]=1.N, predict the reaction product. The product is: [C:18]([C:4]1[C:3]([C:25]2[CH:30]=[CH:29][CH:28]=[C:27]([F:31])[CH:26]=2)=[C:2]([Br:1])[N:6]2[CH2:7][CH2:8][N:9]([C:11]([O:13][C:14]([CH3:17])([CH3:16])[CH3:15])=[O:12])[CH2:10][C:5]=12)(=[O:19])[NH2:20]. (3) Given the reactants [CH3:1][O:2][C:3]1[CH:30]=[C:29]([O:31][CH3:32])[CH:28]=[CH:27][C:4]=1[CH2:5][N:6]([C:20]1[CH:25]=[CH:24][CH:23]=[C:22]([F:26])[N:21]=1)[S:7]([C:10]1[CH:11]=[C:12]2[C:16](=[CH:17][C:18]=1[CH3:19])[NH:15][N:14]=[CH:13]2)(=[O:9])=[O:8].CCCCP(CCCC)CCCC.O[C@H:47]([C:49]1[CH:50]=[CH:51][CH:52]=[C:53]2[C:58]=1[CH2:57][N:56]([C:59]([O:61][C:62]([CH3:65])([CH3:64])[CH3:63])=[O:60])[CH2:55][CH2:54]2)[CH3:48], predict the reaction product. The product is: [CH3:1][O:2][C:3]1[CH:30]=[C:29]([O:31][CH3:32])[CH:28]=[CH:27][C:4]=1[CH2:5][N:6]([C:20]1[CH:25]=[CH:24][CH:23]=[C:22]([F:26])[N:21]=1)[S:7]([C:10]1[CH:11]=[C:12]2[C:16](=[CH:17][C:18]=1[CH3:19])[N:15]([C@@H:47]([C:49]1[CH:50]=[CH:51][CH:52]=[C:53]3[C:58]=1[CH2:57][N:56]([C:59]([O:61][C:62]([CH3:63])([CH3:65])[CH3:64])=[O:60])[CH2:55][CH2:54]3)[CH3:48])[N:14]=[CH:13]2)(=[O:8])=[O:9]. (4) Given the reactants FC(F)(F)C(O)=O.[CH3:8][NH:9][C@H:10]([C:14]([NH:16][C@H:17]([C:21]([N:23]([C@@H:25]([C@@H:62]([CH3:65])[CH2:63][CH3:64])[C@H:26]([O:60][CH3:61])[CH2:27][C:28]([N:30]1[CH2:34][CH2:33][CH2:32][C@H:31]1[C@H:35]([O:58][CH3:59])[C@@H:36]([CH3:57])[C:37]([NH:39][C@@:40]1([C:49]([N:51]2[CH2:56][CH2:55][CH2:54][CH2:53][O:52]2)=[O:50])[CH2:42][C@@H:41]1[C:43]1[CH:48]=[CH:47][CH:46]=[CH:45][CH:44]=1)=[O:38])=[O:29])[CH3:24])=[O:22])[CH:18]([CH3:20])[CH3:19])=[O:15])[CH:11]([CH3:13])[CH3:12].[CH:66]([C:68]1[CH:76]=[CH:75][C:71]([C:72]([OH:74])=[O:73])=[CH:70][CH:69]=1)=O, predict the reaction product. The product is: [C:72]([C:71]1[CH:75]=[CH:76][C:68]([CH2:66][N:9]([CH3:8])[C@H:10]([C:14]([NH:16][C@H:17]([C:21]([N:23]([C@@H:25]([C@@H:62]([CH3:65])[CH2:63][CH3:64])[C@H:26]([O:60][CH3:61])[CH2:27][C:28]([N:30]2[CH2:34][CH2:33][CH2:32][C@H:31]2[C@H:35]([O:58][CH3:59])[C@@H:36]([CH3:57])[C:37]([NH:39][C@@:40]2([C:49]([N:51]3[CH2:56][CH2:55][CH2:54][CH2:53][O:52]3)=[O:50])[CH2:42][C@@H:41]2[C:43]2[CH:44]=[CH:45][CH:46]=[CH:47][CH:48]=2)=[O:38])=[O:29])[CH3:24])=[O:22])[CH:18]([CH3:19])[CH3:20])=[O:15])[CH:11]([CH3:12])[CH3:13])=[CH:69][CH:70]=1)([OH:74])=[O:73]. (5) Given the reactants Cl[C:2]1[CH:7]=[C:6]([C:8]2[CH:13]=[CH:12][C:11]([Cl:14])=[C:10]([Cl:15])[C:9]=2[Cl:16])[N:5]=[C:4]([NH2:17])[N:3]=1.[CH:18]1([NH2:21])[CH2:20][CH2:19]1.C(N(CC)CC)C, predict the reaction product. The product is: [CH:18]1([NH:21][C:2]2[CH:7]=[C:6]([C:8]3[CH:13]=[CH:12][C:11]([Cl:14])=[C:10]([Cl:15])[C:9]=3[Cl:16])[N:5]=[C:4]([NH2:17])[N:3]=2)[CH2:20][CH2:19]1. (6) Given the reactants [CH2:1]([N:8]1[CH2:12][C@@H:11]([OH:13])[C@H:10]([OH:14])[CH2:9]1)[C:2]1[CH:7]=[CH:6][CH:5]=[CH:4][CH:3]=1.CS(O[CH2:20][CH2:21][CH2:22][CH2:23][CH2:24][CH2:25][CH2:26][CH2:27][CH2:28][CH2:29]/[CH:30]=[CH:31]\[CH2:32][CH2:33][CH2:34][CH2:35][CH2:36][CH2:37][CH2:38][CH3:39])(=O)=O, predict the reaction product. The product is: [CH2:1]([N:8]1[CH2:12][C@@H:11]([O:13][CH2:20][CH2:21][CH2:22][CH2:23][CH2:24][CH2:25][CH2:26][CH2:27][CH2:28][CH2:29]/[CH:30]=[CH:31]\[CH2:32][CH2:33][CH2:34][CH2:35][CH2:36][CH2:37][CH2:38][CH3:39])[C@H:10]([O:14][CH2:39][CH2:38][CH2:37][CH2:36][CH2:35][CH2:34][CH2:33][CH2:32][CH2:31][CH2:30]/[CH:29]=[CH:28]\[CH2:27][CH2:26][CH2:25][CH2:24][CH2:23][CH2:22][CH2:21][CH3:20])[CH2:9]1)[C:2]1[CH:3]=[CH:4][CH:5]=[CH:6][CH:7]=1. (7) Given the reactants [Cl-].[CH:2]1([CH2:8][N:9]2[CH2:14][CH2:13][CH2:12][C@H:11]([CH2:15][NH:16][C:17]([C@H:19]3[CH2:23][CH2:22][CH2:21][N:20]3[C:24]([C@@H:26]3[CH2:30][C@@H:29]([OH:31])[CH2:28][N:27]3[C:32](=[O:53])[CH2:33][C:34]([C:47]3[CH:52]=[CH:51][CH:50]=[CH:49][CH:48]=3)([C:41]3[CH:46]=[CH:45][CH:44]=[CH:43][CH:42]=3)[C:35]3[CH:40]=[CH:39][CH:38]=[CH:37][CH:36]=3)=[O:25])=[O:18])[CH2:10]2)[CH2:7][CH2:6][CH2:5][CH2:4][CH2:3]1.C(N(CC)CC)C, predict the reaction product. The product is: [CH:2]1([CH2:8][N:9]2[CH2:14][CH2:13][CH2:12][C@H:11]([CH2:15][NH:16][C:17]([C@H:19]3[CH2:23][CH2:22][CH2:21][N:20]3[C:24]([C@@H:26]3[CH2:30][C:29](=[O:31])[CH2:28][N:27]3[C:32](=[O:53])[CH2:33][C:34]([C:47]3[CH:48]=[CH:49][CH:50]=[CH:51][CH:52]=3)([C:41]3[CH:42]=[CH:43][CH:44]=[CH:45][CH:46]=3)[C:35]3[CH:40]=[CH:39][CH:38]=[CH:37][CH:36]=3)=[O:25])=[O:18])[CH2:10]2)[CH2:3][CH2:4][CH2:5][CH2:6][CH2:7]1. (8) Given the reactants [CH:1]1([O:6][C:7]2[CH:8]=[C:9]([CH:11]=[CH:12][C:13]=2[O:14][CH3:15])[NH2:10])[CH2:5][CH2:4][CH2:3][CH2:2]1.[Cl:16][CH2:17][CH:18]=O.[BH3-]C#N.[Na+].C(O)(=O)C, predict the reaction product. The product is: [Cl:16][CH2:17][CH2:18][NH:10][C:9]1[CH:11]=[CH:12][C:13]([O:14][CH3:15])=[C:7]([O:6][CH:1]2[CH2:2][CH2:3][CH2:4][CH2:5]2)[CH:8]=1.